Dataset: HIV replication inhibition screening data with 41,000+ compounds from the AIDS Antiviral Screen. Task: Binary Classification. Given a drug SMILES string, predict its activity (active/inactive) in a high-throughput screening assay against a specified biological target. (1) The molecule is Cc1nccnc1N1CCCCC1.O=S(=O)(O)O. The result is 0 (inactive). (2) The drug is CCN(CC)CC(=O)Nc1ccc(C(=O)OCC(C)C)cc1. The result is 0 (inactive). (3) The drug is O=C1OC(CC(=O)c2ccc(F)cc2)C(Cl)=C1Cl. The result is 0 (inactive). (4) The compound is CC1(Br)C(=O)NC(=O)N(C2CC(N=[N+]=[N-])C(CO)O2)C1N=[N+]=[N-]. The result is 1 (active).